This data is from Forward reaction prediction with 1.9M reactions from USPTO patents (1976-2016). The task is: Predict the product of the given reaction. (1) Given the reactants [Cl:1][C:2]1[CH:10]=[C:9]2[C:5]([C:6]([C:11]([O:13]C)=[O:12])=[CH:7][NH:8]2)=[CH:4][C:3]=1[C:15]1[CH:20]=[CH:19][C:18]([O:21][CH2:22][CH2:23][CH2:24][N:25]2[CH2:30][CH2:29][N:28]([CH3:31])[CH2:27][CH2:26]2)=[CH:17][CH:16]=1.[OH-].[Na+], predict the reaction product. The product is: [Cl:1][C:2]1[CH:10]=[C:9]2[C:5]([C:6]([C:11]([OH:13])=[O:12])=[CH:7][NH:8]2)=[CH:4][C:3]=1[C:15]1[CH:16]=[CH:17][C:18]([O:21][CH2:22][CH2:23][CH2:24][N:25]2[CH2:26][CH2:27][N:28]([CH3:31])[CH2:29][CH2:30]2)=[CH:19][CH:20]=1. (2) Given the reactants [NH2:1][C:2]1[N:7]=[CH:6][C:5]([C:8]2[CH:9]=[CH:10][C:11]3[O:17][CH2:16][CH2:15][N:14]([C:18](OC(C)(C)C)=[O:19])[CH2:13][C:12]=3[CH:25]=2)=[CH:4][C:3]=1[N+:26]([O-:28])=[O:27].CCN(C(C)C)C(C)C.[OH:38][C:39]1([C:50]([F:53])([F:52])[F:51])[CH2:45][CH:44]2[N:46](C(Cl)=O)[CH:41]([CH2:42][CH2:43]2)[CH2:40]1, predict the reaction product. The product is: [NH2:1][C:2]1[N:7]=[CH:6][C:5]([C:8]2[CH:9]=[CH:10][C:11]3[O:17][CH2:16][CH2:15][N:14]([C:18]([N:46]4[CH:44]5[CH2:43][CH2:42][CH:41]4[CH2:40][C:39]([C:50]([F:51])([F:52])[F:53])([OH:38])[CH2:45]5)=[O:19])[CH2:13][C:12]=3[CH:25]=2)=[CH:4][C:3]=1[N+:26]([O-:28])=[O:27]. (3) Given the reactants C1([C:7]2[S:8](=[O:16])[C:9]3[N:14]=[CH:13][CH:12]=[CH:11][C:10]=3[N:15]=2)C=CC=CC=1.C1(Br)C=CC=CC=1, predict the reaction product. The product is: [N:15]1[C:10]2[CH:11]=[CH:12][CH:13]=[N:14][C:9]=2[S:8](=[O:16])[CH:7]=1.